Dataset: Reaction yield outcomes from USPTO patents with 853,638 reactions. Task: Predict the reaction yield, written as a fraction of the theoretical maximum amount of product (1.0 means a 100% yield; for example, 0.34 means a 34% yield). (1) The reactants are [N+:1]([C:4]1[CH:14]=[CH:13][C:7]([O:8][CH2:9][C:10]([OH:12])=O)=[CH:6][CH:5]=1)([O-:3])=[O:2].Cl.C([N:18](CC)[CH2:19][CH3:20])C.CC[N:25]=C=NCCCN(C)C.Cl.C(N(C(C)C)CC)(C)C. The catalyst is C1COCC1. The product is [N+:1]([C:4]1[CH:5]=[CH:6][C:7]([O:8][CH2:9][C:10]2[O:12][N:25]=[C:19]([CH3:20])[N:18]=2)=[CH:13][CH:14]=1)([O-:3])=[O:2]. The yield is 0.600. (2) The reactants are [NH2:1][C:2]1[CH:17]=[CH:16][C:5]2[N:6]([C:9]3[CH:14]=[CH:13][CH:12]=[CH:11][C:10]=3[OH:15])[CH:7]=[N:8][C:4]=2[CH:3]=1.[CH2:18](Br)[C:19]#[CH:20].C([O-])([O-])=O.[K+].[K+].CC(C)=O. The catalyst is C1(C)C=CC=CC=1. The product is [NH2:1][C:2]1[CH:17]=[CH:16][C:5]2[N:6]([C:9]3[CH:14]=[CH:13][CH:12]=[CH:11][C:10]=3[O:15][CH2:20][C:19]#[CH:18])[CH:7]=[N:8][C:4]=2[CH:3]=1. The yield is 0.390. (3) The reactants are Cl[C:2]([O:4][CH2:5][CH:6]([CH3:8])[CH3:7])=[O:3].FC(F)(F)C([O-])=O.[CH2:16]([O:23][C:24]1[CH:29]=[C:28]([O:30][CH2:31][C:32]2[CH:37]=[CH:36][CH:35]=[CH:34][CH:33]=2)[CH:27]=[CH:26][C:25]=1[CH:38]1[CH2:42][CH2:41][NH2+:40][CH2:39]1)[C:17]1[CH:22]=[CH:21][CH:20]=[CH:19][CH:18]=1. The catalyst is O1CCCC1.C(N(CC)C(C)C)(C)C. The product is [CH2:5]([O:4][C:2]([N:40]1[CH2:41][CH2:42][CH:38]([C:25]2[CH:26]=[CH:27][C:28]([O:30][CH2:31][C:32]3[CH:37]=[CH:36][CH:35]=[CH:34][CH:33]=3)=[CH:29][C:24]=2[O:23][CH2:16][C:17]2[CH:18]=[CH:19][CH:20]=[CH:21][CH:22]=2)[CH2:39]1)=[O:3])[CH:6]([CH3:8])[CH3:7]. The yield is 0.660.